Dataset: Reaction yield outcomes from USPTO patents with 853,638 reactions. Task: Predict the reaction yield, written as a fraction of the theoretical maximum amount of product (1.0 means a 100% yield; for example, 0.34 means a 34% yield). (1) The reactants are [O:1]=[C:2]1[C:10]2[C:5](=[CH:6][C:7]([C:11]3[CH:12]=[N:13][C:14]([C:17]([F:20])([F:19])[F:18])=[N:15][CH:16]=3)=[CH:8][CH:9]=2)[CH2:4][N:3]1[C:21]([O:23][C:24]([CH3:27])([CH3:26])[CH3:25])=[O:22].[Li+].[OH-:29]. The catalyst is O1CCCC1.O. The product is [C:24]([O:23][C:21]([NH:3][CH2:4][C:5]1[CH:6]=[C:7]([C:11]2[CH:12]=[N:13][C:14]([C:17]([F:20])([F:18])[F:19])=[N:15][CH:16]=2)[CH:8]=[CH:9][C:10]=1[C:2]([OH:1])=[O:29])=[O:22])([CH3:25])([CH3:26])[CH3:27]. The yield is 0.690. (2) The reactants are [NH2:1][C:2]1[CH:23]=[CH:22][C:5]([CH2:6][NH:7]/[CH:8]=[C:9]2\[C:10](=[O:21])[NH:11][C:12](=[O:20])[C:13]3[C:18]\2=[CH:17][C:16]([I:19])=[CH:15][CH:14]=3)=[CH:4][C:3]=1[O:24][Si](C(C)C)(C(C)C)C(C)C.CN1CCOCC1.[C:42](Cl)(=[O:49])[C:43]1[CH:48]=[CH:47][CH:46]=[CH:45][CH:44]=1.[F-].C([N+](CCCC)(CCCC)CCCC)CCC. The catalyst is O1CCCC1.O. The product is [OH:24][C:3]1[CH:4]=[C:5]([CH2:6][NH:7]/[CH:8]=[C:9]2\[C:10](=[O:21])[NH:11][C:12](=[O:20])[C:13]3[C:18]\2=[CH:17][C:16]([I:19])=[CH:15][CH:14]=3)[CH:22]=[CH:23][C:2]=1[NH:1][C:42](=[O:49])[C:43]1[CH:48]=[CH:47][CH:46]=[CH:45][CH:44]=1. The yield is 0.580. (3) The reactants are [H-].[Na+].[Br:3][C:4]1[C:16](=[O:17])[NH:15][C:7]2[N:8]=[C:9]([S:13][CH3:14])[N:10]=[C:11]([CH3:12])[C:6]=2[CH:5]=1.I[CH:19]([CH3:21])[CH3:20]. The catalyst is CN(C=O)C. The product is [Br:3][C:4]1[C:16](=[O:17])[N:15]([CH:19]([CH3:21])[CH3:20])[C:7]2[N:8]=[C:9]([S:13][CH3:14])[N:10]=[C:11]([CH3:12])[C:6]=2[CH:5]=1. The yield is 0.590. (4) The reactants are [Br:1][C:2]1[CH:3]=[C:4]2[C:8](=[CH:9][CH:10]=1)[N:7]([CH:11]([CH2:15][CH:16]1[CH2:20][CH2:19][CH2:18][CH2:17]1)[C:12]([OH:14])=[O:13])[C:6](=[O:21])[C:5]2=O.O.NN. No catalyst specified. The product is [Br:1][C:2]1[CH:3]=[C:4]2[C:8](=[CH:9][CH:10]=1)[N:7]([CH:11]([CH2:15][CH:16]1[CH2:17][CH2:18][CH2:19][CH2:20]1)[C:12]([OH:14])=[O:13])[C:6](=[O:21])[CH2:5]2. The yield is 0.810.